Dataset: Forward reaction prediction with 1.9M reactions from USPTO patents (1976-2016). Task: Predict the product of the given reaction. (1) Given the reactants CC[O-].[Na+].[Cl:5][C:6]1[C:11]([CH:12]=O)=[CH:10][CH:9]=[C:8]([Cl:14])[N:7]=1.[CH2:15]([O:17][C:18](=[O:23])[CH2:19][N:20]=[N+:21]=[N-:22])[CH3:16].[NH4+].[Cl-], predict the reaction product. The product is: [CH2:15]([O:17][C:18](=[O:23])/[C:19](/[N:20]=[N+:21]=[N-:22])=[CH:12]/[C:11]1[C:6]([Cl:5])=[N:7][C:8]([Cl:14])=[CH:9][CH:10]=1)[CH3:16]. (2) Given the reactants [Br:1][C:2]1[CH:14]=[CH:13][C:5]([C:6]([O:8]CCCC)=[O:7])=[CH:4][C:3]=1[O:15][CH2:16][CH2:17][CH2:18][CH3:19].[OH-].[Li+], predict the reaction product. The product is: [Br:1][C:2]1[CH:14]=[CH:13][C:5]([C:6]([OH:8])=[O:7])=[CH:4][C:3]=1[O:15][CH2:16][CH2:17][CH2:18][CH3:19]. (3) Given the reactants [N+](C1C=CC(O[C:11](=[O:38])[O:12][CH2:13][C:14]2[N:15](CC3C=CN=CC=3)[C:16]([S:22][C:23]3[CH:28]=[C:27]([Cl:29])[CH:26]=[C:25]([Cl:30])[CH:24]=3)=[C:17]([CH:19]([CH3:21])[CH3:20])[N:18]=2)=CC=1)([O-])=O.[CH2:39]([O:41][P:42]([CH2:47][NH2:48])(=[O:46])[O:43][CH2:44][CH3:45])[CH3:40].C([N:52]([CH:55]([CH3:57])C)[CH2:53][CH3:54])(C)C.[CH3:58][C:59]#N, predict the reaction product. The product is: [CH2:39]([O:41][P:42]([CH2:47][NH:48][C:11]([O:12][CH:13]([C:14]1[NH:15][C:16]([S:22][C:23]2[CH:24]=[C:25]([Cl:30])[CH:26]=[C:27]([Cl:29])[CH:28]=2)=[C:17]([CH:19]([CH3:20])[CH3:21])[N:18]=1)[CH2:58][C:59]1[CH:54]=[CH:53][N:52]=[CH:55][CH:57]=1)=[O:38])(=[O:46])[O:43][CH2:44][CH3:45])[CH3:40]. (4) Given the reactants C[O-].[Na+].[CH2:4]([C:11]12[C:27]3[C:23](=[C:24]([C:29]4[CH:34]=[CH:33][CH:32]=[CH:31][CH:30]=4)[N:25]([CH3:28])[N:26]=3)[CH2:22][CH2:21][CH:12]1[CH:13]([CH3:20])[C:14]1[O:18][N:17]=[CH:16][C:15]=1[CH2:19]2)[C:5]1[CH:10]=[CH:9][CH:8]=[CH:7][CH:6]=1, predict the reaction product. The product is: [CH2:4]([C:11]12[CH2:19][CH:15]([C:16]#[N:17])[C:14](=[O:18])[CH:13]([CH3:20])[CH:12]1[CH2:21][CH2:22][C:23]1[C:27]2=[N:26][N:25]([CH3:28])[C:24]=1[C:29]1[CH:30]=[CH:31][CH:32]=[CH:33][CH:34]=1)[C:5]1[CH:10]=[CH:9][CH:8]=[CH:7][CH:6]=1. (5) Given the reactants [OH-].[Li+].[Br:3][C:4]1[N:5]([C:18]2[C:27]3[C:22](=[CH:23][CH:24]=[CH:25][CH:26]=3)[C:21]([CH:28]3[CH2:30][CH2:29]3)=[CH:20][CH:19]=2)[C:6]([S:9][C:10]([CH3:17])([CH3:16])[C:11]([O:13]CC)=[O:12])=[N:7][N:8]=1, predict the reaction product. The product is: [Br:3][C:4]1[N:5]([C:18]2[C:27]3[C:22](=[CH:23][CH:24]=[CH:25][CH:26]=3)[C:21]([CH:28]3[CH2:30][CH2:29]3)=[CH:20][CH:19]=2)[C:6]([S:9][C:10]([CH3:17])([CH3:16])[C:11]([OH:13])=[O:12])=[N:7][N:8]=1. (6) Given the reactants Cl[CH2:2][CH2:3][O:4][C:5]1[CH:10]=[CH:9][CH:8]=[CH:7][C:6]=1[C:11]([NH:14][C:15]1[C:16](=[O:34])[N:17]([C:21]2[CH:22]=[C:23]([CH:30]=[CH:31][C:32]=2[CH3:33])[C:24]([NH:26][CH:27]2[CH2:29][CH2:28]2)=[O:25])[CH:18]=[CH:19][N:20]=1)([CH3:13])[CH3:12].[CH2:35]([NH2:37])[CH3:36], predict the reaction product. The product is: [CH:27]1([NH:26][C:24](=[O:25])[C:23]2[CH:30]=[CH:31][C:32]([CH3:33])=[C:21]([N:17]3[CH:18]=[CH:19][N:20]=[C:15]([NH:14][C:11]([C:6]4[CH:7]=[CH:8][CH:9]=[CH:10][C:5]=4[O:4][CH2:3][CH2:2][NH:37][CH2:35][CH3:36])([CH3:13])[CH3:12])[C:16]3=[O:34])[CH:22]=2)[CH2:29][CH2:28]1.